This data is from Full USPTO retrosynthesis dataset with 1.9M reactions from patents (1976-2016). The task is: Predict the reactants needed to synthesize the given product. (1) Given the product [OH:18][CH2:19][CH2:20]/[C:21](=[CH:31]\[S:32][C:33]1[CH:38]=[CH:37][CH:36]=[CH:35][CH:34]=1)/[C:22](=[S:30])[NH:23][C:24]1[CH:29]=[CH:28][CH:27]=[CH:26][CH:25]=1, predict the reactants needed to synthesize it. The reactants are: [Si]([O:18][CH2:19][CH2:20]/[C:21](=[CH:31]\[S:32][C:33]1[CH:38]=[CH:37][CH:36]=[CH:35][CH:34]=1)/[C:22](=[S:30])[NH:23][C:24]1[CH:29]=[CH:28][CH:27]=[CH:26][CH:25]=1)(C(C)(C)C)(C1C=CC=CC=1)C1C=CC=CC=1.[Cl-].[NH4+]. (2) Given the product [C:19]([CH2:18][NH:10][CH2:9][CH2:8][CH:7]([C:1]1[CH:2]=[CH:3][CH:4]=[CH:5][CH:6]=1)[C:11]1[CH:12]=[CH:13][CH:14]=[CH:15][CH:16]=1)#[N:20], predict the reactants needed to synthesize it. The reactants are: [C:1]1([CH:7]([C:11]2[CH:16]=[CH:15][CH:14]=[CH:13][CH:12]=2)[CH2:8][CH2:9][NH2:10])[CH:6]=[CH:5][CH:4]=[CH:3][CH:2]=1.Br[CH2:18][C:19]#[N:20].C(=O)([O-])[O-].[K+].[K+]. (3) Given the product [CH:22]1([C:25]([C:26]2[C:27]([CH3:28])=[N:1][C:2]3[S:6][C:5]4[CH2:7][CH2:8][CH2:9][CH2:10][CH2:11][C:4]=4[C:3]=3[C:12]=2[C:14]2[CH:19]=[CH:18][C:17]([Cl:20])=[C:16]([Cl:21])[CH:15]=2)=[O:30])[CH2:24][CH2:23]1, predict the reactants needed to synthesize it. The reactants are: [NH2:1][C:2]1[S:6][C:5]2[CH2:7][CH2:8][CH2:9][CH2:10][CH2:11][C:4]=2[C:3]=1[C:12]([C:14]1[CH:19]=[CH:18][C:17]([Cl:20])=[C:16]([Cl:21])[CH:15]=1)=O.[CH:22]1([C:25](=[O:30])[CH2:26][C:27](=O)[CH3:28])[CH2:24][CH2:23]1. (4) Given the product [NH2:1][C:2]1[N:3]=[C:4]([C:15]2[O:16][CH:17]=[CH:18][CH:19]=2)[C:5]2[N:10]=[N:9][N:8]([CH2:11][C:12]([NH:36][C:35]3[CH:37]=[CH:38][CH:39]=[C:33]([Cl:32])[CH:34]=3)=[O:14])[C:6]=2[N:7]=1, predict the reactants needed to synthesize it. The reactants are: [NH2:1][C:2]1[N:3]=[C:4]([C:15]2[O:16][CH:17]=[CH:18][CH:19]=2)[C:5]2[N:10]=[N:9][N:8]([CH2:11][C:12]([OH:14])=O)[C:6]=2[N:7]=1.C(C1NC=CN=1)(C1NC=CN=1)=O.[Cl:32][C:33]1[CH:34]=[C:35]([CH:37]=[CH:38][CH:39]=1)[NH2:36]. (5) Given the product [F:1][C:2]1([F:26])[CH2:7][CH2:6][CH:5]([CH2:8][C:9]2[N:13]3[C:14]([CH3:21])=[CH:15][C:16]([C:18]([NH:27][CH:28]4[CH2:33][CH2:32][O:31][CH2:30][CH2:29]4)=[O:19])=[CH:17][C:12]3=[N:11][C:10]=2[C:22]([F:24])([F:25])[F:23])[CH2:4][CH2:3]1, predict the reactants needed to synthesize it. The reactants are: [F:1][C:2]1([F:26])[CH2:7][CH2:6][CH:5]([CH2:8][C:9]2[N:13]3[C:14]([CH3:21])=[CH:15][C:16]([C:18](O)=[O:19])=[CH:17][C:12]3=[N:11][C:10]=2[C:22]([F:25])([F:24])[F:23])[CH2:4][CH2:3]1.[NH2:27][CH:28]1[CH2:33][CH2:32][O:31][CH2:30][CH2:29]1.